From a dataset of Reaction yield outcomes from USPTO patents with 853,638 reactions. Predict the reaction yield, written as a fraction of the theoretical maximum amount of product (1.0 means a 100% yield; for example, 0.34 means a 34% yield). (1) The reactants are [CH2:1]([O:3][P:4]([CH2:9][C:10]1[CH:15]=[CH:14][C:13]([NH:16][C:17](=[O:31])[CH2:18][CH2:19][C:20]2[CH:21]=[N:22][O:23][C:24]=2[C:25]2[CH:30]=[CH:29][CH:28]=[CH:27][CH:26]=2)=[CH:12][CH:11]=1)([O:6]CC)=[O:5])[CH3:2].C[Si](Br)(C)C. The yield is 0.670. The product is [CH2:1]([O:3][P:4]([CH2:9][C:10]1[CH:15]=[CH:14][C:13]([NH:16][C:17](=[O:31])[CH2:18][CH2:19][C:20]2[CH:21]=[N:22][O:23][C:24]=2[C:25]2[CH:30]=[CH:29][CH:28]=[CH:27][CH:26]=2)=[CH:12][CH:11]=1)([OH:6])=[O:5])[CH3:2]. The catalyst is C(#N)C. (2) The reactants are C([O:4][C@H:5]1[C@@H:19]([O:20]C(=O)C)[C@H:18]([O:24]C(=O)C)[C@@H:17]([CH2:28][O:29]C(=O)C)[O:16][C@@H:6]1[O:7][C:8]1[CH:13]=[CH:12][C:11](I)=[CH:10][C:9]=1[F:15])(=O)C.[NH:33]1[C:41]2[C:36](=[CH:37][CH:38]=[CH:39][CH:40]=2)[CH:35]=[CH:34]1. No catalyst specified. The product is [O:7]([C:8]1[CH:13]=[CH:12][C:11]([N:33]2[C:41]3[C:36](=[CH:37][CH:38]=[CH:39][CH:40]=3)[CH:35]=[CH:34]2)=[CH:10][C:9]=1[F:15])[C@H:6]1[O:16][C@H:17]([CH2:28][OH:29])[C@@H:18]([OH:24])[C@H:19]([OH:20])[C@@H:5]1[OH:4]. The yield is 0.230. (3) The reactants are [CH:1]([CH:4]1[C:9]2=[CH:10][C:11]3[CH:12]=[CH:13][C:14]([S:17][CH3:18])=[CH:15][C:16]=3[N:8]2[CH2:7][CH2:6][NH:5]1)([CH3:3])[CH3:2].CCN(C(C)C)C(C)C.Cl[C:29]1[N:34]=[C:33]([C:35]([F:38])([F:37])[F:36])[C:32]([C:39]([O:41][CH2:42][CH3:43])=[O:40])=[CH:31][N:30]=1. The catalyst is CC(O)C. The product is [CH:1]([CH:4]1[C:9]2=[CH:10][C:11]3[CH:12]=[CH:13][C:14]([S:17][CH3:18])=[CH:15][C:16]=3[N:8]2[CH2:7][CH2:6][N:5]1[C:29]1[N:34]=[C:33]([C:35]([F:37])([F:38])[F:36])[C:32]([C:39]([O:41][CH2:42][CH3:43])=[O:40])=[CH:31][N:30]=1)([CH3:3])[CH3:2]. The yield is 0.326. (4) The product is [C:1]([O:5][C:6]([N:8]1[CH2:13][CH2:12][N:11]([C:14]([O:16][C:17]([CH3:20])([CH3:19])[CH3:18])=[O:15])[CH2:10][C@@H:9]1[C:21]1[CH:22]=[CH:23][C:24]([N:37]2[CH2:41][CH2:40][C@H:39]([N:37]3[CH2:41][CH2:40][CH2:39][CH2:38]3)[CH2:38]2)=[CH:25][CH:26]=1)=[O:7])([CH3:2])([CH3:3])[CH3:4]. The catalyst is C1(C)C=CC=CC=1. The reactants are [C:1]([O:5][C:6]([N:8]1[CH2:13][CH2:12][N:11]([C:14]([O:16][C:17]([CH3:20])([CH3:19])[CH3:18])=[O:15])[CH2:10][C@@H:9]1[C:21]1[CH:26]=[CH:25][C:24](N2CC[C@@H](OS(C)(=O)=O)C2)=[CH:23][CH:22]=1)=[O:7])([CH3:4])([CH3:3])[CH3:2].[NH:37]1[CH2:41][CH2:40][CH2:39][CH2:38]1. The yield is 0.580.